Predict the reactants needed to synthesize the given product. From a dataset of Full USPTO retrosynthesis dataset with 1.9M reactions from patents (1976-2016). (1) Given the product [C:22]([C:26]1[CH:31]=[CH:30][C:29]([C:2]2[CH:3]=[CH:4][C:5]([N:8]3[CH2:14][CH2:13][CH2:12][N:11]([C:15]4[CH:20]=[CH:19][C:18]([C:29]5[CH:30]=[CH:31][C:26]([C:22]([CH3:25])([CH3:24])[CH3:23])=[CH:27][CH:28]=5)=[CH:17][N:16]=4)[CH2:10][CH2:9]3)=[N:6][CH:7]=2)=[CH:28][CH:27]=1)([CH3:25])([CH3:24])[CH3:23], predict the reactants needed to synthesize it. The reactants are: Br[C:2]1[CH:3]=[CH:4][C:5]([N:8]2[CH2:14][CH2:13][CH2:12][N:11]([C:15]3[CH:20]=[CH:19][C:18](Br)=[CH:17][N:16]=3)[CH2:10][CH2:9]2)=[N:6][CH:7]=1.[C:22]([C:26]1[CH:31]=[CH:30][C:29](B(O)O)=[CH:28][CH:27]=1)([CH3:25])([CH3:24])[CH3:23]. (2) Given the product [CH3:33][S:34]([NH2:16])(=[O:37])=[O:35].[CH3:33][S:34]([NH2:16])(=[O:37])=[O:35].[CH:1]1([C:7]([C:9]2[CH:10]=[CH:11][C:12]([C:15]3[NH:32][C:18]4[CH:19]=[N:20][C:21]([NH:23][C:24]([CH:26]5[CH2:27][CH2:28][CH2:29][CH2:30][CH2:31]5)=[O:25])=[CH:22][C:17]=4[N:16]=3)=[CH:13][CH:14]=2)=[O:8])[CH2:2][CH2:3][CH2:4][CH2:5][CH2:6]1, predict the reactants needed to synthesize it. The reactants are: [CH:1]1([C:7]([C:9]2[CH:14]=[CH:13][C:12]([C:15]3[NH:32][C:18]4[CH:19]=[N:20][C:21]([NH:23][C:24]([CH:26]5[CH2:31][CH2:30][CH2:29][CH2:28][CH2:27]5)=[O:25])=[CH:22][C:17]=4[N:16]=3)=[CH:11][CH:10]=2)=[O:8])[CH2:6][CH2:5][CH2:4][CH2:3][CH2:2]1.[CH3:33][S:34]([OH:37])(=O)=[O:35].